From a dataset of Forward reaction prediction with 1.9M reactions from USPTO patents (1976-2016). Predict the product of the given reaction. (1) Given the reactants C(O)(C(F)(F)F)=O.C(OC([NH:15][C@@H:16]([CH:39]([CH2:42][CH3:43])[CH2:40][CH3:41])[C:17]([N:19]([C@@H:23]([CH:36]([CH3:38])[CH3:37])[CH2:24][C@H:25]([C:27]1[S:28][CH:29]=[C:30]([C:32]([O:34][CH3:35])=[O:33])[N:31]=1)[OH:26])[CH2:20][CH2:21][CH3:22])=[O:18])=O)(C)(C)C, predict the reaction product. The product is: [NH2:15][C@@H:16]([CH:39]([CH2:42][CH3:43])[CH2:40][CH3:41])[C:17]([N:19]([C@@H:23]([CH:36]([CH3:38])[CH3:37])[CH2:24][C@H:25]([C:27]1[S:28][CH:29]=[C:30]([C:32]([O:34][CH3:35])=[O:33])[N:31]=1)[OH:26])[CH2:20][CH2:21][CH3:22])=[O:18]. (2) Given the reactants [OH:1][C@@:2]1([CH2:22][O:23][CH3:24])[CH2:7][CH2:6][CH2:5][CH2:4][C@H:3]1[N:8]1[C:12]([C:13]2[CH:18]=[CH:17][CH:16]=[CH:15][CH:14]=2)=[C:11]([C:19](O)=[O:20])[N:10]=[CH:9]1.Cl.[O:26]=[C:27]1[C:35]2[C:30](=[CH:31][CH:32]=[CH:33][CH:34]=2)[N:29]([CH2:36][CH2:37][C@H:38]2[NH:43][CH2:42][CH2:41][N:40]([C:44]([O:46][CH2:47][C:48]3[CH:53]=[CH:52][CH:51]=[CH:50][CH:49]=3)=[O:45])[CH2:39]2)[NH:28]1.CCN=C=NCCCN(C)C.Cl.C1C=CC2N(O)N=NC=2C=1.C(=O)([O-])O.[Na+], predict the reaction product. The product is: [OH:1][C@@:2]1([CH2:22][O:23][CH3:24])[CH2:7][CH2:6][CH2:5][CH2:4][C@H:3]1[N:8]1[C:12]([C:13]2[CH:18]=[CH:17][CH:16]=[CH:15][CH:14]=2)=[C:11]([C:19]([N:43]2[CH2:42][CH2:41][N:40]([C:44]([O:46][CH2:47][C:48]3[CH:49]=[CH:50][CH:51]=[CH:52][CH:53]=3)=[O:45])[CH2:39][C@H:38]2[CH2:37][CH2:36][N:29]2[C:30]3[C:35](=[CH:34][CH:33]=[CH:32][CH:31]=3)[C:27](=[O:26])[NH:28]2)=[O:20])[N:10]=[CH:9]1. (3) Given the reactants [C:1]([Si:3]([CH3:6])([CH3:5])[CH3:4])#[CH:2].[CH2:7]([O:9][C:10](=[O:38])[CH2:11][O:12][C:13]1[CH:18]=[CH:17][C:16]([S:19][CH2:20][CH:21]=[C:22]([C:30]2[CH:35]=[CH:34][C:33](I)=[CH:32][CH:31]=2)[C:23]2[CH:28]=[CH:27][C:26](I)=[CH:25][CH:24]=2)=[CH:15][C:14]=1[CH3:37])[CH3:8], predict the reaction product. The product is: [CH2:7]([O:9][C:10](=[O:38])[CH2:11][O:12][C:13]1[CH:18]=[CH:17][C:16]([S:19][CH2:20][CH:21]=[C:22]([C:30]2[CH:35]=[CH:34][C:33]([C:2]#[C:1][Si:3]([CH3:6])([CH3:5])[CH3:4])=[CH:32][CH:31]=2)[C:23]2[CH:28]=[CH:27][C:26]([C:2]#[C:1][Si:3]([CH3:6])([CH3:5])[CH3:4])=[CH:25][CH:24]=2)=[CH:15][C:14]=1[CH3:37])[CH3:8]. (4) Given the reactants C(OC([NH:11][C@H:12]1[CH2:17][CH2:16][C@@H:15]([NH:18][C:19](=[O:25])[O:20][C:21]([CH3:24])([CH3:23])[CH3:22])[CH2:14][C@H:13]1[CH2:26][S:27]([C:30]([CH3:33])([CH3:32])[CH3:31])(=O)=O)=O)C1C=CC=CC=1, predict the reaction product. The product is: [NH2:11][C@H:12]1[CH2:17][CH2:16][C@@H:15]([NH:18][C:19](=[O:25])[O:20][C:21]([CH3:22])([CH3:23])[CH3:24])[CH2:14][C@H:13]1[CH2:26][S:27][C:30]([CH3:33])([CH3:32])[CH3:31]. (5) Given the reactants [Cl:1][CH2:2][C:3](=O)[CH2:4]C(OCC)=O.[C:11]([OH:14])(=[O:13])[CH3:12].[CH3:15][O:16][CH2:17][CH2:18][NH2:19].[C:20]1(C)C=CC=C[CH:21]=1, predict the reaction product. The product is: [Cl:1][CH2:2][C:3]([NH:19][CH2:18][CH2:17][O:16][CH3:15])=[CH:4][CH2:12][C:11]([O:14][CH2:20][CH3:21])=[O:13]. (6) Given the reactants [Cl:1][C:2]1[CH:12]=[CH:11][C:5]2[NH:6][C:7]([S:9][CH3:10])=[N:8][C:4]=2[C:3]=1[N+:13]([O-])=O.O.C(O)(=O)C.C(O)=O, predict the reaction product. The product is: [Cl:1][C:2]1[CH:12]=[CH:11][C:5]2[NH:6][C:7]([S:9][CH3:10])=[N:8][C:4]=2[C:3]=1[NH2:13]. (7) Given the reactants C1(C(O)(C2C=CC=CC=2)C(OCC2CCN(CCCCCC=O)CC2)=O)CCCCC1.[CH:32]1([C:38]([OH:65])([C:59]2[CH:64]=[CH:63][CH:62]=[CH:61][CH:60]=2)[C:39]([O:41][CH2:42][CH:43]2[CH2:48][CH2:47][N:46]([CH2:49][CH2:50][CH2:51][CH2:52][CH2:53][CH:54]3OCCO3)[CH2:45][CH2:44]2)=[O:40])[CH2:37][CH2:36][CH2:35][CH2:34][CH2:33]1.O1[C:70]2([CH2:75][CH2:74][NH:73][CH2:72][CH2:71]2)[O:69]CC1.C(O[BH-](OC(=O)C)OC(=O)C)(=O)C.[Na+], predict the reaction product. The product is: [CH:32]1([C:38]([OH:65])([C:59]2[CH:64]=[CH:63][CH:62]=[CH:61][CH:60]=2)[C:39]([O:41][CH2:42][CH:43]2[CH2:44][CH2:45][N:46]([CH2:49][CH2:50][CH2:51][CH2:52][CH2:53][CH2:54][N:73]3[CH2:74][CH2:75][C:70](=[O:69])[CH2:71][CH2:72]3)[CH2:47][CH2:48]2)=[O:40])[CH2:33][CH2:34][CH2:35][CH2:36][CH2:37]1. (8) Given the reactants C([O-])([O-])=O.[Cs+:5].[Cs+].[C:7]([OH:26])(=[O:25])[CH2:8][CH2:9][CH2:10][CH2:11][CH2:12][CH2:13][CH2:14][CH2:15][CH2:16][CH2:17][CH2:18][CH2:19][CH2:20][CH2:21][CH2:22][CH2:23][CH3:24].C(=O)=O, predict the reaction product. The product is: [C:7]([O-:26])(=[O:25])[CH2:8][CH2:9][CH2:10][CH2:11][CH2:12][CH2:13][CH2:14][CH2:15][CH2:16][CH2:17][CH2:18][CH2:19][CH2:20][CH2:21][CH2:22][CH2:23][CH3:24].[Cs+:5]. (9) Given the reactants [Br:1][C:2]1[CH:3]=[C:4]([CH:7]=[CH:8][C:9]=1[OH:10])[CH:5]=[O:6].C(=O)([O-])[O-].[K+].[K+].Cl[CH2:18][O:19][CH2:20]Cl, predict the reaction product. The product is: [Br:1][C:2]1[CH:3]=[C:4]([CH:7]=[CH:8][C:9]=1[O:10][CH2:18][O:19][CH3:20])[CH:5]=[O:6]. (10) Given the reactants [CH3:1][O:2][C:3]1[C:4](B(O)O)=[CH:5][C:6]2[C:11]([CH:12]=1)=[CH:10][CH:9]=[CH:8][CH:7]=2.[F:16][C:17]1[CH:22]=[CH:21][CH:20]=[CH:19][C:18]=1Br.C(=O)([O-])[O-].[Na+].[Na+], predict the reaction product. The product is: [CH3:1][O:2][C:3]1[C:4]([C:18]2[CH:19]=[CH:20][CH:21]=[CH:22][C:17]=2[F:16])=[CH:5][C:6]2[C:11](=[CH:10][CH:9]=[CH:8][CH:7]=2)[CH:12]=1.